Dataset: Forward reaction prediction with 1.9M reactions from USPTO patents (1976-2016). Task: Predict the product of the given reaction. (1) Given the reactants [O:1]1[CH:5]=[CH:4][CH:3]=[C:2]1[C:6](=O)[CH2:7][C:8](=O)[C:9]([F:12])([F:11])[F:10].C([O-])(=O)C.[Na+].Cl.[Cl:21][C:22]1[CH:27]=[CH:26][CH:25]=[CH:24][C:23]=1[NH:28][NH2:29].ClCCl, predict the reaction product. The product is: [Cl:21][C:22]1[CH:27]=[CH:26][CH:25]=[CH:24][C:23]=1[N:28]1[C:6]([C:2]2[O:1][CH:5]=[CH:4][CH:3]=2)=[CH:7][C:8]([C:9]([F:12])([F:11])[F:10])=[N:29]1. (2) Given the reactants [I:1][CH2:2][CH2:3][CH3:4].[N:5]1([C:10]2[CH:15]=[CH:14][N:13]=[CH:12][CH:11]=2)[CH2:9][CH2:8][CH2:7][CH2:6]1, predict the reaction product. The product is: [I-:1].[CH2:2]([N+:13]1[CH:14]=[CH:15][C:10]([N:5]2[CH2:9][CH2:8][CH2:7][CH2:6]2)=[CH:11][CH:12]=1)[CH2:3][CH3:4]. (3) Given the reactants [NH:1]1[C:5]2[CH:6]=[CH:7][CH:8]=[CH:9][C:4]=2[N:3]=[C:2]1[C:10]([N:12]1[CH2:15][CH:14]([C:16]2[C:17]([N:22]3[CH2:27][CH2:26][C:25](=[O:28])[CH2:24][CH2:23]3)=[N:18][CH:19]=[CH:20][N:21]=2)[CH2:13]1)=[O:11].C[Mg+].[Br-].[CH3:32]COC(C)=O, predict the reaction product. The product is: [NH:1]1[C:5]2[CH:6]=[CH:7][CH:8]=[CH:9][C:4]=2[N:3]=[C:2]1[C:10]([N:12]1[CH2:13][CH:14]([C:16]2[C:17]([N:22]3[CH2:27][CH2:26][C:25]([OH:28])([CH3:32])[CH2:24][CH2:23]3)=[N:18][CH:19]=[CH:20][N:21]=2)[CH2:15]1)=[O:11]. (4) Given the reactants [H-].[Na+].[C:3]([C:7]1[N:11]([CH2:12][CH:13]2[CH2:18][CH2:17][C:16]([F:20])([F:19])[CH2:15][CH2:14]2)[C:10]2[CH:21]=[CH:22][C:23]([C:25]([N:27]3[CH2:32][CH2:31][CH:30]([OH:33])[CH2:29][CH2:28]3)=[O:26])=[CH:24][C:9]=2[N:8]=1)([CH3:6])([CH3:5])[CH3:4].Br[CH2:35][C:36]([CH3:38])=[CH2:37], predict the reaction product. The product is: [C:3]([C:7]1[N:11]([CH2:12][CH:13]2[CH2:14][CH2:15][C:16]([F:20])([F:19])[CH2:17][CH2:18]2)[C:10]2[CH:21]=[CH:22][C:23]([C:25]([N:27]3[CH2:32][CH2:31][CH:30]([O:33][CH2:37][C:36]([CH3:38])=[CH2:35])[CH2:29][CH2:28]3)=[O:26])=[CH:24][C:9]=2[N:8]=1)([CH3:6])([CH3:4])[CH3:5].